Dataset: Forward reaction prediction with 1.9M reactions from USPTO patents (1976-2016). Task: Predict the product of the given reaction. (1) Given the reactants [N+:1]([C:4]1[CH:9]=[CH:8][C:7](B2OC(C)(C)C(C)(C)O2)=[CH:6][CH:5]=1)([O-:3])=[O:2].FC(F)(F)S(O[C:25]1[CH2:26][CH2:27][N:28]([C:31]([O:33][C:34]([CH3:37])([CH3:36])[CH3:35])=[O:32])[CH2:29][CH:30]=1)(=O)=O.C(=O)([O-])[O-].[Na+].[Na+], predict the reaction product. The product is: [N+:1]([C:4]1[CH:5]=[CH:6][C:7]([C:25]2[CH2:30][CH2:29][N:28]([C:31]([O:33][C:34]([CH3:37])([CH3:36])[CH3:35])=[O:32])[CH2:27][CH:26]=2)=[CH:8][CH:9]=1)([O-:3])=[O:2]. (2) Given the reactants [N:1]1([CH2:6][CH2:7][O:8][C:9]2[CH:14]=[CH:13][C:12]([NH:15][C:16]3[N:21]=[C:20]([C:22]([F:25])([F:24])[F:23])[C:19]([C:26](Cl)=[O:27])=[CH:18][N:17]=3)=[CH:11][CH:10]=2)[CH2:5][CH2:4][CH2:3][CH2:2]1.[NH2:29][C:30]1[CH:31]=[C:32]([OH:37])[CH:33]=[CH:34][C:35]=1[Cl:36], predict the reaction product. The product is: [Cl:36][C:35]1[CH:34]=[CH:33][C:32]([OH:37])=[CH:31][C:30]=1[NH:29][C:26]([C:19]1[C:20]([C:22]([F:25])([F:24])[F:23])=[N:21][C:16]([NH:15][C:12]2[CH:13]=[CH:14][C:9]([O:8][CH2:7][CH2:6][N:1]3[CH2:5][CH2:4][CH2:3][CH2:2]3)=[CH:10][CH:11]=2)=[N:17][CH:18]=1)=[O:27]. (3) Given the reactants Cl[C:2]1[C:11]2[C:6](=[CH:7][C:8]3[CH:15]=[C:14]([OH:16])[C:13]([O:17][CH3:18])=[CH:12][C:9]=3[CH:10]=2)[N:5]=[CH:4][C:3]=1[C:19]#[N:20].[Cl:21][C:22]1[CH:23]=[C:24]([NH2:35])[CH:25]=[CH:26][C:27]=1[S:28][C:29]1[N:30]([CH3:34])[CH:31]=[CH:32][N:33]=1.Cl.N1C=CC=CC=1, predict the reaction product. The product is: [Cl:21][C:22]1[CH:23]=[C:24]([NH:35][C:2]2[C:11]3[C:6](=[CH:7][C:8]4[CH:15]=[C:14]([OH:16])[C:13]([O:17][CH3:18])=[CH:12][C:9]=4[CH:10]=3)[N:5]=[CH:4][C:3]=2[C:19]#[N:20])[CH:25]=[CH:26][C:27]=1[S:28][C:29]1[N:30]([CH3:34])[CH:31]=[CH:32][N:33]=1. (4) Given the reactants Cl[C:2]([CH:4]1[CH2:9][CH2:8][N:7]([C:10]([O:12][C:13]([CH3:16])([CH3:15])[CH3:14])=[O:11])[CH2:6][CH2:5]1)=[O:3].[Br:17][C:18]1[CH:19]=[CH:20][C:21]2[O:25][C:24]([C:26](=[O:28])[NH2:27])=[C:23]([NH:29]C(C3CCCN3C(OC(C)(C)C)=O)=O)[C:22]=2[CH:44]=1.N1C=CC=CC=1, predict the reaction product. The product is: [Br:17][C:18]1[CH:19]=[CH:20][C:21]2[O:25][C:24]([C:26](=[O:28])[NH2:27])=[C:23]([NH:29][C:2]([CH:4]3[CH2:9][CH2:8][N:7]([C:10]([O:12][C:13]([CH3:16])([CH3:15])[CH3:14])=[O:11])[CH2:6][CH2:5]3)=[O:3])[C:22]=2[CH:44]=1. (5) Given the reactants Br[C:2]1[CH:17]=[CH:16][C:5]([O:6][C:7]2[N:8]=[C:9]3[CH:14]=[CH:13][CH:12]=[CH:11][N:10]3[CH:15]=2)=[CH:4][CH:3]=1.[NH:18]1[C:22]2=[N:23][CH:24]=[CH:25][CH:26]=[C:21]2[CH2:20][C:19]1=[O:27].CN[C@@H]1CCCC[C@H]1NC.C([O-])([O-])=O.[K+].[K+], predict the reaction product. The product is: [N:8]1[C:7]([O:6][C:5]2[CH:16]=[CH:17][C:2]([N:18]3[C:22]4=[N:23][CH:24]=[CH:25][CH:26]=[C:21]4[CH2:20][C:19]3=[O:27])=[CH:3][CH:4]=2)=[CH:15][N:10]2[CH:11]=[CH:12][CH:13]=[CH:14][C:9]=12.